The task is: Predict the reactants needed to synthesize the given product.. This data is from Full USPTO retrosynthesis dataset with 1.9M reactions from patents (1976-2016). (1) Given the product [NH2:23][C:21]1[CH:22]=[C:17]([NH:16][C:11]2[N:10]=[C:9]3[S:8][C:7]([NH:6][C:4]([CH:1]4[CH2:2][CH2:3]4)=[O:5])=[N:15][C:14]3=[CH:13][CH:12]=2)[CH:18]=[CH:19][C:20]=1[F:31], predict the reactants needed to synthesize it. The reactants are: [CH:1]1([C:4]([NH:6][C:7]2[S:8][C:9]3[C:14]([N:15]=2)=[CH:13][CH:12]=[C:11]([NH:16][C:17]2[CH:18]=[CH:19][C:20]([F:31])=[C:21]([NH:23]C(=O)OC(C)(C)C)[CH:22]=2)[N:10]=3)=[O:5])[CH2:3][CH2:2]1.C(=O)([O-])O.[Na+]. (2) Given the product [CH3:25][N:17]([CH:13]1[CH2:14][CH2:15][CH2:16][CH:11]([C:5]2[C:4]3[C:8](=[CH:9][CH:10]=[C:2]([NH:1][C:32]([C:28]4[S:27][CH:31]=[CH:30][CH:29]=4)=[NH:33])[CH:3]=3)[NH:7][CH:6]=2)[CH2:12]1)[C:18](=[O:24])[O:19][C:20]([CH3:21])([CH3:22])[CH3:23], predict the reactants needed to synthesize it. The reactants are: [NH2:1][C:2]1[CH:3]=[C:4]2[C:8](=[CH:9][CH:10]=1)[NH:7][CH:6]=[C:5]2[CH:11]1[CH2:16][CH2:15][CH2:14][CH:13]([N:17]([CH3:25])[C:18](=[O:24])[O:19][C:20]([CH3:23])([CH3:22])[CH3:21])[CH2:12]1.I.[S:27]1[CH:31]=[CH:30][CH:29]=[C:28]1[C:32](SC)=[NH:33].